Predict the reaction yield, written as a fraction of the theoretical maximum amount of product (1.0 means a 100% yield; for example, 0.34 means a 34% yield). From a dataset of Reaction yield outcomes from USPTO patents with 853,638 reactions. The reactants are [NH2:1][C:2]1[CH:19]=[CH:18][CH:17]=[CH:16][C:3]=1[O:4][C:5]1[CH:14]=[CH:13][C:12]([F:15])=[CH:11][C:6]=1[C:7](OC)=[O:8].C[Al](C)C.C1(C)C=CC=CC=1.O. The catalyst is C(Cl)Cl. The product is [F:15][C:12]1[CH:13]=[CH:14][C:5]2[O:4][C:3]3[CH:16]=[CH:17][CH:18]=[CH:19][C:2]=3[NH:1][C:7](=[O:8])[C:6]=2[CH:11]=1. The yield is 0.730.